From a dataset of Catalyst prediction with 721,799 reactions and 888 catalyst types from USPTO. Predict which catalyst facilitates the given reaction. (1) Reactant: [Se](=O)=O.[O:4]1[CH2:9][CH2:8][O:7]CC1.C([C:13]1[CH:18]=[CH:17][CH:16]=[CH:15][CH:14]=1)(=O)C. Product: [O:4]=[C:9]([C:13]1[CH:18]=[CH:17][CH:16]=[CH:15][CH:14]=1)[CH:8]=[O:7]. The catalyst class is: 6. (2) Reactant: Cl.N[C@@H]1C[C@H](NC2C(C)=NC3C(N=2)=C([C:18]2[NH:26][C:25]4[CH2:24][CH2:23][NH:22][C:21](=[O:27])[C:20]=4[CH:19]=2)C=CC=3)C1.ClCCOCCCl.CCN(C(C)C)C(C)C. Product: [NH:26]1[C:25]2[CH2:24][CH2:23][NH:22][C:21](=[O:27])[C:20]=2[CH:19]=[CH:18]1. The catalyst class is: 3.